This data is from Forward reaction prediction with 1.9M reactions from USPTO patents (1976-2016). The task is: Predict the product of the given reaction. (1) Given the reactants C([O:5][N:6]=[C:7]1[C:16]2[C:11](=[CH:12][CH:13]=[C:14](Br)[CH:15]=2)[O:10][C:9]([C:18]2[N:19]=[CH:20][C:21]3[C:26]([CH:27]=2)=[CH:25][CH:24]=[CH:23][CH:22]=3)=[CH:8]1)(C)(C)C.[CH3:28][NH:29][CH3:30], predict the reaction product. The product is: [CH3:28][N:29]([CH3:30])[C:14]1[CH:15]=[C:16]2[C:11](=[CH:12][CH:13]=1)[O:10][C:9]([C:18]1[N:19]=[CH:20][C:21]3[C:26]([CH:27]=1)=[CH:25][CH:24]=[CH:23][CH:22]=3)=[CH:8][C:7]2=[N:6][OH:5]. (2) Given the reactants [CH3:1][O:2][CH2:3][CH2:4][N:5]([CH2:8][CH3:9])[CH2:6][CH3:7].[CH3:10][Cl:11], predict the reaction product. The product is: [Cl-:11].[CH2:6]([N+:5]([CH2:8][CH3:9])([CH3:10])[CH2:4][CH2:3][O:2][CH3:1])[CH3:7]. (3) Given the reactants Br[CH2:2][C:3](=O)[CH:4]([CH3:6])[CH3:5].C(OC(C1O[S:15]C=CC=1)=O)C.[NH3:19].[CH3:20][CH2:21][O:22][C:23]([CH3:25])=[O:24], predict the reaction product. The product is: [CH:4]([C:3]1[N:19]=[C:25]([C:23]([O:22][CH2:21][CH3:20])=[O:24])[S:15][CH:2]=1)([CH3:6])[CH3:5].